Dataset: Full USPTO retrosynthesis dataset with 1.9M reactions from patents (1976-2016). Task: Predict the reactants needed to synthesize the given product. The reactants are: [Cl:1][C:2]1[CH:7]=[CH:6][C:5]([C:8]([C:10]2[CH:11]=[C:12]3[C:17](=[CH:18][CH:19]=2)[N:16]=[CH:15][N:14]=[C:13]3[NH:20][CH:21]2[CH2:26][CH2:25][N:24]([C:27]3[CH:32]=[CH:31][CH:30]=[CH:29][CH:28]=3)[CH2:23][CH2:22]2)=[O:9])=[CH:4][CH:3]=1.Br[Mg][C:35]1[CH:40]=[CH:39][C:38]([O:41][CH3:42])=[CH:37][CH:36]=1. Given the product [Cl:1][C:2]1[CH:3]=[CH:4][C:5]([C:8]([C:35]2[CH:40]=[CH:39][C:38]([O:41][CH3:42])=[CH:37][CH:36]=2)([C:10]2[CH:11]=[C:12]3[C:17](=[CH:18][CH:19]=2)[N:16]=[CH:15][N:14]=[C:13]3[NH:20][CH:21]2[CH2:22][CH2:23][N:24]([C:27]3[CH:28]=[CH:29][CH:30]=[CH:31][CH:32]=3)[CH2:25][CH2:26]2)[OH:9])=[CH:6][CH:7]=1, predict the reactants needed to synthesize it.